Dataset: Catalyst prediction with 721,799 reactions and 888 catalyst types from USPTO. Task: Predict which catalyst facilitates the given reaction. (1) Reactant: [Si:1]([O:8][CH:9]1[CH:13]([N:14]2[CH2:19][CH2:18][N:17]([CH3:20])[CH2:16][CH2:15]2)[CH2:12][N:11]([C:21]([C:23]2[C:24]([Cl:39])=[C:25]([NH:31]C(=O)OC(C)(C)C)[CH:26]=[C:27]([C:29]#[N:30])[CH:28]=2)=[O:22])[CH2:10]1)([C:4]([CH3:7])([CH3:6])[CH3:5])([CH3:3])[CH3:2].C(O)(C(F)(F)F)=O. Product: [NH2:31][C:25]1[CH:26]=[C:27]([CH:28]=[C:23]([C:21]([N:11]2[CH2:12][CH:13]([N:14]3[CH2:15][CH2:16][N:17]([CH3:20])[CH2:18][CH2:19]3)[CH:9]([O:8][Si:1]([C:4]([CH3:7])([CH3:6])[CH3:5])([CH3:3])[CH3:2])[CH2:10]2)=[O:22])[C:24]=1[Cl:39])[C:29]#[N:30]. The catalyst class is: 4. (2) Reactant: [C:1]([Cl:13])(=[O:12])[O:2][C:3]1[CH:8]=[CH:7][C:6]([N+:9]([O-:11])=[O:10])=[CH:5][CH:4]=1.[N:14]1([CH2:20][CH2:21][CH2:22][OH:23])[CH2:19][CH2:18][CH2:17][CH2:16][CH2:15]1. Product: [ClH:13].[C:1](=[O:12])([O:23][CH2:22][CH2:21][CH2:20][N:14]1[CH2:19][CH2:18][CH2:17][CH2:16][CH2:15]1)[O:2][C:3]1[CH:8]=[CH:7][C:6]([N+:9]([O-:11])=[O:10])=[CH:5][CH:4]=1. The catalyst class is: 27. (3) Reactant: Br[CH2:2][C:3](=O)[C:4]([O:6][CH2:7][CH3:8])=[O:5].[I:10][C:11]1[CH:12]=[CH:13][C:14]([NH2:17])=[N:15][CH:16]=1. Product: [CH2:7]([O:6][C:4]([C:3]1[N:17]=[C:14]2[CH:13]=[CH:12][C:11]([I:10])=[CH:16][N:15]2[CH:2]=1)=[O:5])[CH3:8]. The catalyst class is: 18. (4) Reactant: C([N:8]1[C:12]([CH2:13][CH2:14][C:15]([O:17][CH2:18][CH3:19])=[O:16])=[CH:11][C:10]([O:20][CH2:21][CH2:22][CH3:23])=[N:9]1)C1C=CC=CC=1.C(O)=O. Product: [CH2:21]([O:20][C:10]1[CH:11]=[C:12]([CH2:13][CH2:14][C:15]([O:17][CH2:18][CH3:19])=[O:16])[NH:8][N:9]=1)[CH2:22][CH3:23]. The catalyst class is: 178.